This data is from Full USPTO retrosynthesis dataset with 1.9M reactions from patents (1976-2016). The task is: Predict the reactants needed to synthesize the given product. (1) Given the product [Br:9][C:10]1[CH:19]=[C:18]2[C:13]([CH2:14][CH2:15][CH2:16][C:17]32[C:23](=[O:24])[N:22]([CH3:21])[C:1](=[O:4])[NH:20]3)=[CH:12][CH:11]=1, predict the reactants needed to synthesize it. The reactants are: [C:1]([O-:4])([O-])=O.[K+].[K+].CI.[Br:9][C:10]1[CH:19]=[C:18]2[C:13]([CH2:14][CH2:15][CH2:16][C:17]32[C:23](=[O:24])[NH:22][C:21](=O)[NH:20]3)=[CH:12][CH:11]=1. (2) Given the product [C:19]1([CH:45]([Cl:47])[CH2:34][CH2:33][N:35]2[CH2:38][CH2:39][CH:11]([N:16]([CH2:30][CH3:31])[C:17](=[O:29])[CH:18]([S:41]([CH3:40])(=[O:43])=[O:42])[C:19]3[CH:20]=[CH:21][CH:22]=[CH:23][CH:24]=3)[CH2:37][CH2:36]2)[CH:24]=[CH:23][CH:22]=[CH:21][CH:20]=1, predict the reactants needed to synthesize it. The reactants are: C1(C(O)CCN2CCCC[CH:11]2[N:16]([CH2:30][CH3:31])[C:17](=[O:29])[CH2:18][C:19]2[CH:24]=[CH:23][C:22](S(C)(=O)=O)=[CH:21][CH:20]=2)C=CC=CC=1.[CH2:33]([N:35]([CH2:38][CH3:39])[CH2:36][CH3:37])[CH3:34].[CH3:40][S:41](Cl)(=[O:43])=[O:42].[CH2:45]([Cl:47])Cl. (3) Given the product [Cl:1][C:2]1[CH:19]=[C:18]([N+:20]([O-:22])=[O:21])[CH:17]=[CH:16][C:3]=1[O:4][C:5]1[CH:6]=[C:7]([CH:12]=[C:13]([O:15][CH:30]([CH3:32])[CH3:31])[CH:14]=1)[C:8]([O:10][CH3:11])=[O:9], predict the reactants needed to synthesize it. The reactants are: [Cl:1][C:2]1[CH:19]=[C:18]([N+:20]([O-:22])=[O:21])[CH:17]=[CH:16][C:3]=1[O:4][C:5]1[CH:6]=[C:7]([CH:12]=[C:13]([OH:15])[CH:14]=1)[C:8]([O:10][CH3:11])=[O:9].C(=O)([O-])[O-].[K+].[K+].I[CH:30]([CH3:32])[CH3:31].O. (4) Given the product [Cl:1][C:2]1[CH:7]=[C:6]([NH:8][C:9]2[N:17]=[C:16]3[C:12]([N:13]=[C:14]([CH3:24])[N:15]3[CH:18]3[CH2:23][CH2:22][O:21][CH2:20][CH2:19]3)=[C:11]([C:25]3[CH:26]=[CH:27][N:28]=[CH:29][CH:30]=3)[N:10]=2)[C:5]([NH2:31])=[CH:4][CH:3]=1, predict the reactants needed to synthesize it. The reactants are: [Cl:1][C:2]1[CH:3]=[CH:4][C:5]([N+:31]([O-])=O)=[C:6]([NH:8][C:9]2[N:17]=[C:16]3[C:12]([N:13]=[C:14]([CH3:24])[N:15]3[CH:18]3[CH2:23][CH2:22][O:21][CH2:20][CH2:19]3)=[C:11]([C:25]3[CH:30]=[CH:29][N:28]=[CH:27][CH:26]=3)[N:10]=2)[CH:7]=1.C(O)(=O)C.O.[OH-].[NH4+]. (5) Given the product [C:35]([O:34][C:32]([NH:31][C:30]1[C:26]([NH:25][C:50]([C:10]2[CH:11]=[CH:12][C:13]([C:42]([O:43][CH3:44])=[O:46])=[CH:14][N:15]=2)=[O:51])=[CH:27][S:28][CH:29]=1)=[O:33])([CH3:38])([CH3:37])[CH3:36], predict the reactants needed to synthesize it. The reactants are: CN(C(ON1N=N[C:11]2[CH:12]=[CH:13][CH:14]=[N:15][C:10]1=2)=[N+](C)C)C.F[P-](F)(F)(F)(F)F.[NH2:25][C:26]1[C:30]([NH:31][C:32]([O:34][C:35]([CH3:38])([CH3:37])[CH3:36])=[O:33])=[CH:29][S:28][CH:27]=1.CN1C[CH2:44][O:43][CH2:42]C1.[OH2:46].CN([CH:50]=[O:51])C. (6) Given the product [ClH:1].[CH2:2]([O:4][C:5]1[CH:17]=[CH:16][CH:15]=[CH:14][C:6]=1[O:7][CH:8]1[CH2:13][CH2:12][CH2:11][NH:10][CH2:9]1)[CH3:3], predict the reactants needed to synthesize it. The reactants are: [ClH:1].[CH2:2]([O:4][C:5]1[CH:17]=[CH:16][CH:15]=[CH:14][C:6]=1[O:7][C:8]1[CH:9]=[N:10][CH:11]=[CH:12][CH:13]=1)[CH3:3].